From a dataset of Peptide-MHC class II binding affinity with 134,281 pairs from IEDB. Regression. Given a peptide amino acid sequence and an MHC pseudo amino acid sequence, predict their binding affinity value. This is MHC class II binding data. The peptide sequence is RFKVAATAANAAPAN. The MHC is HLA-DPA10103-DPB10301 with pseudo-sequence HLA-DPA10103-DPB10301. The binding affinity (normalized) is 0.610.